Predict the reaction yield, written as a fraction of the theoretical maximum amount of product (1.0 means a 100% yield; for example, 0.34 means a 34% yield). From a dataset of Reaction yield outcomes from USPTO patents with 853,638 reactions. (1) The reactants are C([O:8][C:9]1[CH:10]=[C:11]([CH:34]=[CH:35][CH:36]=1)[CH2:12][C@@H:13]1[CH2:18][C@@H:17]([C:19]2[CH:24]=[CH:23][C:22]([O:25][CH3:26])=[C:21]([O:27][CH:28]3[CH2:32][CH2:31][CH2:30][CH2:29]3)[CH:20]=2)[CH2:16][NH:15][C:14]1=[O:33])C1C=CC=CC=1.CO. The catalyst is [Pd].CCOC(C)=O. The product is [CH:28]1([O:27][C:21]2[CH:20]=[C:19]([C@H:17]3[CH2:16][NH:15][C:14](=[O:33])[C@H:13]([CH2:12][C:11]4[CH:34]=[CH:35][CH:36]=[C:9]([OH:8])[CH:10]=4)[CH2:18]3)[CH:24]=[CH:23][C:22]=2[O:25][CH3:26])[CH2:29][CH2:30][CH2:31][CH2:32]1. The yield is 0.960. (2) The reactants are [CH3:1][C:2]1[N:12]=[CH:11][CH:10]=[CH:9][C:3]=1[C:4]([O:6][CH2:7][CH3:8])=[O:5].[Se](=O)=[O:14]. The catalyst is O1CCOCC1.O. The product is [C:4]([C:3]1[C:2]([CH:1]=[O:14])=[N:12][CH:11]=[CH:10][CH:9]=1)([O:6][CH2:7][CH3:8])=[O:5]. The yield is 0.500. (3) The reactants are [NH2:1][C@@H:2]1[C:10]2[C:5](=[C:6]([C:11]3[N:15]=[C:14]([C:16]4[CH:17]=[CH:18][C:19]([O:24][CH:25]([CH3:27])[CH3:26])=[C:20]([CH:23]=4)[C:21]#[N:22])[O:13][N:12]=3)[CH:7]=[CH:8][CH:9]=2)[CH2:4][CH2:3]1.[CH3:28][S:29](Cl)(=[O:31])=[O:30]. The catalyst is C(Cl)Cl. The product is [C:21]([C:20]1[CH:23]=[C:16]([C:14]2[O:13][N:12]=[C:11]([C:6]3[CH:7]=[CH:8][CH:9]=[C:10]4[C:5]=3[CH2:4][CH2:3][C@@H:2]4[NH:1][S:29]([CH3:28])(=[O:31])=[O:30])[N:15]=2)[CH:17]=[CH:18][C:19]=1[O:24][CH:25]([CH3:27])[CH3:26])#[N:22]. The yield is 0.450. (4) The reactants are [CH2:1]([O:8][C:9]1[CH:14]=[CH:13][C:12]([C:15](=[O:17])[CH3:16])=[CH:11][C:10]=1[O:18][CH3:19])[C:2]1[CH:7]=[CH:6][CH:5]=[CH:4][CH:3]=1.[N+:20]([O-])([OH:22])=[O:21].S(=O)(=O)(O)O. The catalyst is ClCCl. The product is [CH2:1]([O:8][C:9]1[C:10]([O:18][CH3:19])=[CH:11][C:12]([C:15](=[O:17])[CH3:16])=[C:13]([N+:20]([O-:22])=[O:21])[CH:14]=1)[C:2]1[CH:3]=[CH:4][CH:5]=[CH:6][CH:7]=1. The yield is 0.600. (5) The reactants are O=C1C2C(=CC=CC=2)C(=O)[N:3]1[CH2:12][CH2:13][O:14][C:15]1[CH:20]=[CH:19][C:18]([C:21](=[O:27])[NH:22][CH2:23][CH:24]([CH3:26])[CH3:25])=[CH:17][C:16]=1[C:28]1[CH:29]=[CH:30][C:31]2[O:35][C:34]([C:36]3[CH:41]=[CH:40][C:39]([F:42])=[CH:38][CH:37]=3)=[C:33]([C:43]([NH:45][CH3:46])=[O:44])[C:32]=2[CH:47]=1.NN. The catalyst is CO.O.O.CO.C(#N)C.O.C(#N)C. The product is [NH2:3][CH2:12][CH2:13][O:14][C:15]1[CH:20]=[CH:19][C:18]([C:21](=[O:27])[NH:22][CH2:23][CH:24]([CH3:26])[CH3:25])=[CH:17][C:16]=1[C:28]1[CH:29]=[CH:30][C:31]2[O:35][C:34]([C:36]3[CH:37]=[CH:38][C:39]([F:42])=[CH:40][CH:41]=3)=[C:33]([C:43]([NH:45][CH3:46])=[O:44])[C:32]=2[CH:47]=1. The yield is 0.580. (6) The reactants are [CH3:1][C:2]([S:9][C:10]1[CH:15]=[CH:14][CH:13]=[C:12]([C:16]([F:19])([F:18])[F:17])[CH:11]=1)([CH3:8])[C:3]([O:5][CH2:6][CH3:7])=[O:4].OOS([O-])=O.[K+].[OH2:26].C[OH:28]. No catalyst specified. The product is [CH3:8][C:2]([S:9]([C:10]1[CH:15]=[CH:14][CH:13]=[C:12]([C:16]([F:17])([F:19])[F:18])[CH:11]=1)(=[O:28])=[O:26])([CH3:1])[C:3]([O:5][CH2:6][CH3:7])=[O:4]. The yield is 1.00. (7) The reactants are [CH3:1][N:2]1[CH:6]=[C:5]([C:7]2[O:11][C:10]([CH3:12])=[C:9]([CH:13]([NH:18][C:19]3[CH:27]=[CH:26][C:22](C(O)=O)=[CH:21][CH:20]=3)[CH2:14][CH:15]([CH3:17])[CH3:16])[CH:8]=2)[CH:4]=[N:3]1.[CH3:28][NH:29][CH2:30][CH2:31][C:32]([O:34]CC)=[O:33].Cl.C(N=C=NCCCN(C)C)C.O.[OH:50][C:51]1C2N=NNC=2C=CC=1. The catalyst is CN(C)C=O.C(OCC)(=O)C.C(N(CC)CC)C. The product is [CH3:17][CH:15]([CH3:16])[CH2:14][CH:13]([NH:18][C:19]1[CH:27]=[CH:26][C:22]([C:51]([N:29]([CH3:28])[CH2:30][CH2:31][C:32]([OH:34])=[O:33])=[O:50])=[CH:21][CH:20]=1)[C:9]1[CH:8]=[C:7]([C:5]2[CH:4]=[N:3][N:2]([CH3:1])[CH:6]=2)[O:11][C:10]=1[CH3:12]. The yield is 0.900.